Task: Predict the reaction yield, written as a fraction of the theoretical maximum amount of product (1.0 means a 100% yield; for example, 0.34 means a 34% yield).. Dataset: Reaction yield outcomes from USPTO patents with 853,638 reactions The reactants are C(OC([NH:6][C:7]([NH2:9])=S)=O)C.[CH3:10][O:11][C:12]1[CH:13]=[CH:14][C:15]([NH2:18])=[N:16][CH:17]=1.Cl.NO.CCN(C(C)C)C(C)C. The catalyst is C(O)C.CO. The product is [CH3:10][O:11][C:12]1[CH:13]=[CH:14][C:15]2[N:16]([N:6]=[C:7]([NH2:9])[N:18]=2)[CH:17]=1. The yield is 0.830.